This data is from NCI-60 drug combinations with 297,098 pairs across 59 cell lines. The task is: Regression. Given two drug SMILES strings and cell line genomic features, predict the synergy score measuring deviation from expected non-interaction effect. (1) Drug 1: C1=C(C(=O)NC(=O)N1)N(CCCl)CCCl. Drug 2: C1CC(C1)(C(=O)O)C(=O)O.[NH2-].[NH2-].[Pt+2]. Cell line: HL-60(TB). Synergy scores: CSS=93.1, Synergy_ZIP=-0.0870, Synergy_Bliss=-0.461, Synergy_Loewe=-0.336, Synergy_HSA=2.45. (2) Drug 1: C1=NC2=C(N=C(N=C2N1C3C(C(C(O3)CO)O)F)Cl)N. Drug 2: CC1=C(C(=CC=C1)Cl)NC(=O)C2=CN=C(S2)NC3=CC(=NC(=N3)C)N4CCN(CC4)CCO. Cell line: T-47D. Synergy scores: CSS=-1.26, Synergy_ZIP=4.71, Synergy_Bliss=6.88, Synergy_Loewe=-1.21, Synergy_HSA=-0.769.